Dataset: Reaction yield outcomes from USPTO patents with 853,638 reactions. Task: Predict the reaction yield, written as a fraction of the theoretical maximum amount of product (1.0 means a 100% yield; for example, 0.34 means a 34% yield). (1) The reactants are [Cl:1][C:2]1[C:3]2[C@H:10]([CH3:11])[CH2:9][CH2:8][C:4]=2[N:5]=[CH:6][N:7]=1.C1C=C(Cl)C=C(C(OO)=[O:20])C=1.[O-]S([O-])(=S)=O.[Na+].[Na+].C([O-])([O-])=O.[Na+].[Na+]. The catalyst is C(Cl)(Cl)Cl.O. The product is [Cl:1][C:2]1[N:7]=[CH:6][N+:5]([O-:20])=[C:4]2[CH2:8][CH2:9][C@@H:10]([CH3:11])[C:3]=12. The yield is 0.530. (2) The reactants are [CH3:1][C:2]1[N:6]([CH:7]([CH3:9])[CH3:8])[C:5]([C:10]2[CH:15]=[CH:14][N:13]=[C:12]([NH:16][CH:17]3[CH2:22][CH2:21][NH:20][CH2:19][CH2:18]3)[N:11]=2)=[CH:4][N:3]=1.[C:23](O)(=O)[CH3:24].[CH2:27](Cl)Cl.C(O[BH-](OC(=O)C)OC(=O)C)(=O)C.[Na+]. The catalyst is CC(C)=O. The product is [CH3:1][C:2]1[N:6]([CH:7]([CH3:9])[CH3:8])[C:5]([C:10]2[CH:15]=[CH:14][N:13]=[C:12]([NH:16][CH:17]3[CH2:18][CH2:19][N:20]([CH:23]([CH3:24])[CH3:27])[CH2:21][CH2:22]3)[N:11]=2)=[CH:4][N:3]=1. The yield is 0.560. (3) The reactants are [C:1]([C:5]1[CH:23]=[C:8]2[N:9]=[C:10]([CH3:22])[C:11]([CH:14]([CH2:19][CH2:20][CH3:21])[C:15]([O:17][CH3:18])=[O:16])=[C:12](Cl)[N:7]2[N:6]=1)([CH3:4])([CH3:3])[CH3:2].[F:24][C:25]1[CH:30]=[C:29]([CH3:31])[CH:28]=[CH:27][C:26]=1B(O)O.C(N(C(C)C)CC)(C)C. The catalyst is COCCOC.O. The product is [C:1]([C:5]1[CH:23]=[C:8]2[N:9]=[C:10]([CH3:22])[C:11]([CH:14]([CH2:19][CH2:20][CH3:21])[C:15]([O:17][CH3:18])=[O:16])=[C:12]([C:26]3[CH:27]=[CH:28][C:29]([CH3:31])=[CH:30][C:25]=3[F:24])[N:7]2[N:6]=1)([CH3:4])([CH3:3])[CH3:2]. The yield is 0.870. (4) The reactants are [NH2:1][C:2]([NH2:4])=[O:3].O=[C:6]1[CH:10]([C:11]2[CH:12]=[N:13][C:14]([C:17]([F:20])([F:19])[F:18])=[CH:15][CH:16]=2)[CH2:9][CH2:8][CH:7]1[C:21](OCC)=[O:22].O. The catalyst is CO. The product is [F:19][C:17]([F:18])([F:20])[C:14]1[N:13]=[CH:12][C:11]([CH:10]2[C:6]3[N:1]=[C:2]([OH:3])[N:4]=[C:21]([OH:22])[C:7]=3[CH2:8][CH2:9]2)=[CH:16][CH:15]=1. The yield is 0.451.